This data is from Full USPTO retrosynthesis dataset with 1.9M reactions from patents (1976-2016). The task is: Predict the reactants needed to synthesize the given product. (1) Given the product [CH3:1][N:2]([CH2:13][C:14]1[N:18]([CH2:19][CH:20]2[CH2:24][CH2:23][NH:22][CH2:21]2)[C:17]2[CH:32]=[CH:33][CH:34]=[CH:35][C:16]=2[N:15]=1)[CH:3]1[C:12]2[N:11]=[CH:10][CH:9]=[CH:8][C:7]=2[CH2:6][CH2:5][CH2:4]1.[ClH:36].[CH3:1][N:2]([CH2:13][C:14]1[N:18]([CH2:19][CH:20]2[CH2:24][CH2:23][NH:22][CH2:21]2)[C:17]2[CH:32]=[CH:33][CH:34]=[CH:35][C:16]=2[N:15]=1)[CH:3]1[C:12]2[N:11]=[CH:10][CH:9]=[CH:8][C:7]=2[CH2:6][CH2:5][CH2:4]1, predict the reactants needed to synthesize it. The reactants are: [CH3:1][N:2]([CH2:13][C:14]1[N:18]([CH2:19][CH:20]2[CH2:24][CH2:23][N:22](C(OC(C)(C)C)=O)[CH2:21]2)[C:17]2[CH:32]=[CH:33][CH:34]=[CH:35][C:16]=2[N:15]=1)[CH:3]1[C:12]2[N:11]=[CH:10][CH:9]=[CH:8][C:7]=2[CH2:6][CH2:5][CH2:4]1.[ClH:36].O1CCOCC1. (2) Given the product [N:34]1[N:35]=[C:36]([C:39]([N:30]2[CH:28]3[CH2:27][CH2:26][CH:25]2[CH2:24][N:23]([C:4]2[C:3]([C:31](=[O:33])[CH3:32])=[C:2]([NH2:1])[N:7]4[N:8]=[CH:9][C:10]([C:11]5[CH:12]=[N:13][C:14]([C:17]6[CH:18]=[CH:19][CH:20]=[CH:21][CH:22]=6)=[CH:15][CH:16]=5)=[C:6]4[N:5]=2)[CH2:29]3)=[O:40])[NH:37][CH:38]=1, predict the reactants needed to synthesize it. The reactants are: [NH2:1][C:2]1[N:7]2[N:8]=[CH:9][C:10]([C:11]3[CH:12]=[N:13][C:14]([C:17]4[CH:22]=[CH:21][CH:20]=[CH:19][CH:18]=4)=[CH:15][CH:16]=3)=[C:6]2[N:5]=[C:4]([N:23]2[CH2:29][CH:28]3[NH:30][CH:25]([CH2:26][CH2:27]3)[CH2:24]2)[C:3]=1[C:31](=[O:33])[CH3:32].[N:34]1[N:35]=[C:36]([C:39](O)=[O:40])[NH:37][CH:38]=1.CCN=C=NCCCN(C)C.C1C=CC2N(O)N=NC=2C=1.CCN(C(C)C)C(C)C. (3) Given the product [C:14](/[C:18](=[CH:24]/[CH:25]([CH3:28])[CH2:26][CH3:27])/[CH:19]=[CH:20]/[C:21](=[O:23])[CH3:22])([CH3:17])([CH3:16])[CH3:15], predict the reactants needed to synthesize it. The reactants are: C(/C(=C/CC)/C=C/C(=O)C)(C)(C)C.[C:14](/[C:18](=[CH:24]/[CH:25]([CH3:28])[CH2:26][CH3:27])/[CH:19]=[CH:20]/[CH:21]([OH:23])[CH3:22])([CH3:17])([CH3:16])[CH3:15]. (4) Given the product [CH3:3][O:4][C:5]([C:7]1[C:8]2[C:9]([CH3:16])=[N:10][N:11]([C:24]3[CH:23]=[CH:22][C:19]([C:20]#[N:21])=[C:18]([Br:17])[CH:25]=3)[C:12]=2[CH:13]=[CH:14][CH:15]=1)=[O:6], predict the reactants needed to synthesize it. The reactants are: [H-].[Na+].[CH3:3][O:4][C:5]([C:7]1[C:8]2[C:9]([CH3:16])=[N:10][NH:11][C:12]=2[CH:13]=[CH:14][CH:15]=1)=[O:6].[Br:17][C:18]1[CH:25]=[C:24](F)[CH:23]=[CH:22][C:19]=1[C:20]#[N:21].O. (5) Given the product [CH:1]1([CH:7]([NH:22][C:23]2[CH:31]=[CH:30][C:26]([C:27]([N:33]([CH3:32])[CH2:34][CH2:35][C:36]([OH:38])=[O:37])=[O:28])=[CH:25][CH:24]=2)[C:8]2[CH:12]=[C:11]([C:13]3[CH:18]=[CH:17][C:16]([F:19])=[CH:15][C:14]=3[CH3:20])[O:10][C:9]=2[CH3:21])[CH2:2][CH2:3][CH2:4][CH2:5][CH2:6]1, predict the reactants needed to synthesize it. The reactants are: [CH:1]1([CH:7]([NH:22][C:23]2[CH:31]=[CH:30][C:26]([C:27](O)=[O:28])=[CH:25][CH:24]=2)[C:8]2[CH:12]=[C:11]([C:13]3[CH:18]=[CH:17][C:16]([F:19])=[CH:15][C:14]=3[CH3:20])[O:10][C:9]=2[CH3:21])[CH2:6][CH2:5][CH2:4][CH2:3][CH2:2]1.[CH3:32][NH:33][CH2:34][CH2:35][C:36]([O:38]CC)=[O:37].